Dataset: Full USPTO retrosynthesis dataset with 1.9M reactions from patents (1976-2016). Task: Predict the reactants needed to synthesize the given product. (1) Given the product [CH3:1][O:2][C:3]1[CH:8]=[C:7]([O:9][C:10]2[CH:17]=[C:14]([NH:15][CH3:16])[C:13]([NH2:18])=[CH:12][CH:11]=2)[CH:6]=[C:5]([CH3:21])[N:4]=1, predict the reactants needed to synthesize it. The reactants are: [CH3:1][O:2][C:3]1[CH:8]=[C:7]([O:9][C:10]2[CH:11]=[CH:12][C:13]([N+:18]([O-])=O)=[C:14]([CH:17]=2)[NH:15][CH3:16])[CH:6]=[C:5]([CH3:21])[N:4]=1.[Cl-].[NH4+].C(O)C. (2) Given the product [Cl:1][C:2]1[CH:3]=[CH:4][C:5]([O:29][CH:30]2[CH2:32][CH2:31]2)=[C:6]([C:8]2[C:12]([NH2:13])=[CH:11][NH:10][N:9]=2)[CH:7]=1, predict the reactants needed to synthesize it. The reactants are: [Cl:1][C:2]1[CH:3]=[CH:4][C:5]([O:29][CH:30]2[CH2:32][CH2:31]2)=[C:6]([C:8]2[C:12]([NH:13]C(=O)OC(C)(C)C)=[CH:11][N:10](COCC[Si](C)(C)C)[N:9]=2)[CH:7]=1.ClC1C=CC(OC2CC2)=C(C2N(COCC[Si](C)(C)C)N=CC=2NC(=O)OC(C)(C)C)C=1.Cl.CO. (3) Given the product [O:1]1[CH2:6][CH2:5][CH2:4][CH2:3][CH:2]1[O:7][CH:8]1[CH2:12][CH2:11][NH:10][CH2:9]1, predict the reactants needed to synthesize it. The reactants are: [O:1]1[CH2:6][CH2:5][CH2:4][CH2:3][CH:2]1[O:7][CH:8]1[CH2:12][CH2:11][N:10](C(OCC2C=CC=CC=2)=O)[CH2:9]1. (4) Given the product [CH2:1]([O:8][C:9](=[O:19])[C:10]1[C:15]([F:16])=[CH:14][CH:13]=[C:12]([NH:17][S:29]([CH2:26][CH2:27][CH3:28])(=[O:31])=[O:30])[C:11]=1[F:18])[C:2]1[CH:3]=[CH:4][CH:5]=[CH:6][CH:7]=1, predict the reactants needed to synthesize it. The reactants are: [CH2:1]([O:8][C:9](=[O:19])[C:10]1[C:15]([F:16])=[CH:14][CH:13]=[C:12]([NH2:17])[C:11]=1[F:18])[C:2]1[CH:7]=[CH:6][CH:5]=[CH:4][CH:3]=1.N1C=CC=CC=1.[CH2:26]([S:29](Cl)(=[O:31])=[O:30])[CH2:27][CH3:28].O. (5) The reactants are: [CH3:1][N:2]1[CH:6]=[C:5]([C:7]2[C:15]3[C:10](=[N:11][CH:12]=[C:13]([OH:16])[CH:14]=3)[N:9]([CH2:17][O:18][CH2:19][CH2:20][Si:21]([CH3:24])([CH3:23])[CH3:22])[CH:8]=2)[CH:4]=[N:3]1.Br[CH2:26][CH2:27][C:28]1[CH:33]=[CH:32][CH:31]=[CH:30][CH:29]=1.C([O-])([O-])=O.[K+].[K+]. Given the product [CH3:1][N:2]1[CH:6]=[C:5]([C:7]2[C:15]3[C:10](=[N:11][CH:12]=[C:13]([O:16][CH2:26][CH2:27][C:28]4[CH:33]=[CH:32][CH:31]=[CH:30][CH:29]=4)[CH:14]=3)[N:9]([CH2:17][O:18][CH2:19][CH2:20][Si:21]([CH3:24])([CH3:23])[CH3:22])[CH:8]=2)[CH:4]=[N:3]1, predict the reactants needed to synthesize it. (6) Given the product [CH3:24][N:23]1[C:22]([C:2]2[CH:7]=[CH:6][C:5]([S:8]([N:11]3[CH2:16][CH2:15][CH2:14][CH2:13][CH2:12]3)(=[O:10])=[O:9])=[CH:4][CH:3]=2)=[CH:21][CH:20]=[C:19]1[C:17]#[N:18], predict the reactants needed to synthesize it. The reactants are: Br[C:2]1[CH:7]=[CH:6][C:5]([S:8]([N:11]2[CH2:16][CH2:15][CH2:14][CH2:13][CH2:12]2)(=[O:10])=[O:9])=[CH:4][CH:3]=1.[C:17]([C:19]1[N:23]([CH3:24])[C:22](B(O)O)=[CH:21][CH:20]=1)#[N:18].[F-].[K+].C(P(C(C)(C)C)C(C)(C)C)(C)(C)C.